This data is from Forward reaction prediction with 1.9M reactions from USPTO patents (1976-2016). The task is: Predict the product of the given reaction. (1) Given the reactants [Cl:1][C:2]1[CH:7]=[CH:6][C:5]([CH:8]2[CH:13]([O:14][CH2:15][C:16]3[CH:25]=[CH:24][C:23]4[C:18](=[CH:19][CH:20]=[CH:21][CH:22]=4)[CH:17]=3)[CH2:12][N:11](C(OC(C)(C)C)=O)[CH2:10][CH:9]2[CH:33]([CH2:36][CH3:37])[CH2:34][CH3:35])=[CH:4][CH:3]=1, predict the reaction product. The product is: [Cl:1][C:2]1[CH:7]=[CH:6][C:5]([CH:8]2[CH:13]([O:14][CH2:15][C:16]3[CH:25]=[CH:24][C:23]4[C:18](=[CH:19][CH:20]=[CH:21][CH:22]=4)[CH:17]=3)[CH2:12][NH:11][CH2:10][CH:9]2[CH:33]([CH2:36][CH3:37])[CH2:34][CH3:35])=[CH:4][CH:3]=1. (2) Given the reactants C(C1C=CC(C(NC2C=CC(C3C=C4C(CN([C@@H](C(C)C)C(O)=O)C4=O)=CC=3)=NC=2)=O)=CC=1)(C)(C)C.[CH3:37][CH:38]([CH3:75])[C@H:39]([N:44]1[CH2:52][C:51]2[C:46](=[CH:47][C:48]([C:53]3[CH:58]=[CH:57][C:56]([NH:59][C:60](=[O:72])[C:61]4[CH:66]=[CH:65][C:64]([O:67][C:68]([F:71])([F:70])[F:69])=[CH:63][CH:62]=4)=[CH:55][C:54]=3[CH3:73])=[CH:49][CH:50]=2)[C:45]1=[O:74])[C:40]([O:42]C)=[O:41], predict the reaction product. The product is: [CH3:37][CH:38]([CH3:75])[C@H:39]([N:44]1[CH2:52][C:51]2[C:46](=[CH:47][C:48]([C:53]3[CH:58]=[CH:57][C:56]([NH:59][C:60](=[O:72])[C:61]4[CH:66]=[CH:65][C:64]([O:67][C:68]([F:71])([F:69])[F:70])=[CH:63][CH:62]=4)=[CH:55][C:54]=3[CH3:73])=[CH:49][CH:50]=2)[C:45]1=[O:74])[C:40]([OH:42])=[O:41].